This data is from Forward reaction prediction with 1.9M reactions from USPTO patents (1976-2016). The task is: Predict the product of the given reaction. (1) Given the reactants [Cl:1][C:2]1[CH:18]=[CH:17][C:5]([O:6][CH2:7][C:8]2[CH:16]=[CH:15][C:11]([C:12](O)=[O:13])=[CH:10][CH:9]=2)=[CH:4][C:3]=1[C:19]([F:22])([F:21])[F:20].CCN=C=NCCCN(C)C.[CH3:34][N:35]([CH3:40])[S:36]([NH2:39])(=[O:38])=[O:37].OS([O-])(=O)=O.[K+], predict the reaction product. The product is: [Cl:1][C:2]1[CH:18]=[CH:17][C:5]([O:6][CH2:7][C:8]2[CH:16]=[CH:15][C:11]([C:12]([NH:39][S:36]([N:35]([CH3:40])[CH3:34])(=[O:38])=[O:37])=[O:13])=[CH:10][CH:9]=2)=[CH:4][C:3]=1[C:19]([F:22])([F:21])[F:20]. (2) Given the reactants [CH3:1][CH:2]([CH:9]1[C:25]2([CH3:26])[CH:12]([CH:13]3[CH:22]([CH2:23][CH2:24]2)[C:21]2(C)[C:16]([CH2:17]C(OC(=O)NCCCCCC([N:38]4[CH2:42][CH:41](O)[CH:40](C(C5C=CC=CC=5)OC(C5C=CC(OC)=CC=5)C5C=CC(OC)=CC=5)[CH2:39]4)=O)C[CH2:20]2)=[CH:15][CH2:14]3)[CH2:11][CH2:10]1)[CH2:3][CH2:4][CH2:5][CH:6]([CH3:8])[CH3:7].C1(C)C=CC=CC=1.[C:77]([CH2:79][CH2:80][O:81][P:82]([N:90](C(C)C)C(C)C)N(C(C)C)C(C)C)#N.C(OCC)(=[O:99])C, predict the reaction product. The product is: [NH:38]1[CH2:42][CH2:41][CH2:40][CH2:39]1.[P:82]([O:81][C@H:80]1[CH2:79][CH2:77][C@@:21]2([CH3:20])[C:16](=[CH:15][CH2:14][C@@H:13]3[C@@H:22]2[CH2:23][CH2:24][C@@:25]2([CH3:26])[C@H:12]3[CH2:11][CH2:10][C@@H:9]2[C@H:2]([CH3:1])[CH2:3][CH2:4][CH2:5][CH:6]([CH3:8])[CH3:7])[CH2:17]1)([NH2:90])[OH:99]. (3) Given the reactants [C:1]([O:5][C:6](=[O:29])[C:7]1[CH:12]=[CH:11][C:10]([N:13]=[N:14][C:15]2[CH:20]=[CH:19][C:18]([O:21][CH2:22][CH2:23][CH2:24][CH2:25][CH2:26][CH2:27]Br)=[CH:17][CH:16]=2)=[CH:9][CH:8]=1)([CH3:4])([CH3:3])[CH3:2].O.O.O.O.O.[S:35]([O-])([O-])(=O)=S.[Na+].[Na+], predict the reaction product. The product is: [C:1]([O:5][C:6](=[O:29])[C:7]1[CH:12]=[CH:11][C:10]([N:13]=[N:14][C:15]2[CH:20]=[CH:19][C:18]([O:21][CH2:22][CH2:23][CH2:24][CH2:25][CH2:26][CH2:27][SH:35])=[CH:17][CH:16]=2)=[CH:9][CH:8]=1)([CH3:4])([CH3:3])[CH3:2]. (4) Given the reactants [Cl:1][C:2]1[CH:25]=[CH:24][C:5]([CH2:6][NH:7][C:8]([C:10]2[C:11](=[O:23])[C:12]3[S:19][C:18]([CH2:20]Cl)=[C:17]([CH3:22])[C:13]=3[N:14]([CH3:16])[CH:15]=2)=[O:9])=[CH:4][CH:3]=1.[CH3:26][O:27][CH2:28][CH2:29][O:30][CH2:31][CH2:32][O:33][C:34]1[CH:35]=[C:36]([CH:40]([OH:44])[CH2:41][NH:42][CH3:43])[CH:37]=[CH:38][CH:39]=1.C(N(C(C)C)CC)(C)C, predict the reaction product. The product is: [Cl:1][C:2]1[CH:25]=[CH:24][C:5]([CH2:6][NH:7][C:8]([C:10]2[C:11](=[O:23])[C:12]3[S:19][C:18]([CH2:20][N:42]([CH2:41][CH:40]([OH:44])[C:36]4[CH:37]=[CH:38][CH:39]=[C:34]([O:33][CH2:32][CH2:31][O:30][CH2:29][CH2:28][O:27][CH3:26])[CH:35]=4)[CH3:43])=[C:17]([CH3:22])[C:13]=3[N:14]([CH3:16])[CH:15]=2)=[O:9])=[CH:4][CH:3]=1. (5) Given the reactants C(O[C:6]([N:8]1[CH2:12][CH2:11][CH2:10][CH:9]1[CH:13]=[CH2:14])=O)(C)(C)C.[N+:15]([C:18]1[CH:25]=[CH:24][C:21](CBr)=[CH:20][CH:19]=1)([O-:17])=[O:16].C([O-])([O-])=O.[K+].[K+].CCOC(C)=O, predict the reaction product. The product is: [N+:15]([C:18]1[CH:25]=[CH:24][C:21]([CH2:6][N:8]2[CH2:12][CH2:11][CH2:10][CH:9]2[CH:13]=[CH2:14])=[CH:20][CH:19]=1)([O-:17])=[O:16]. (6) Given the reactants [CH3:1][O:2][C:3]1[CH:4]=[CH:5][C:6]([C:16]2[CH2:17][CH2:18][C:19](=[O:22])[NH:20][N:21]=2)=[C:7]2[C:12]=1[N:11]=[C:10]([CH:13]([CH3:15])[CH3:14])[CH:9]=[CH:8]2.[N+](C1C=C(S([O-])(=O)=O)C=CC=1)([O-])=O.[Na+].Cl, predict the reaction product. The product is: [CH3:1][O:2][C:3]1[CH:4]=[CH:5][C:6]([C:16]2[CH:17]=[CH:18][C:19](=[O:22])[NH:20][N:21]=2)=[C:7]2[C:12]=1[N:11]=[C:10]([CH:13]([CH3:15])[CH3:14])[CH:9]=[CH:8]2. (7) Given the reactants CC(C[AlH]CC(C)C)C.[Br:10][C:11]1[CH:12]=[C:13]2[C:17](=[CH:18][CH:19]=1)[N:16]([CH2:20][C:21](OC)=[O:22])[CH:15]=[CH:14]2.[C@H](O)(C([O-])=O)[C@@H](O)C([O-])=O.[Na+].[K+].CCOCC, predict the reaction product. The product is: [Br:10][C:11]1[CH:12]=[C:13]2[C:17](=[CH:18][CH:19]=1)[N:16]([CH2:20][CH2:21][OH:22])[CH:15]=[CH:14]2. (8) Given the reactants Cl.[Cl:2][C:3]1[CH:18]=[CH:17][C:6]2[N:7]([C@@H:12]3[CH2:16][CH2:15][NH:14][CH2:13]3)[C:8]([CH2:10][Cl:11])=[N:9][C:5]=2[CH:4]=1.[C:19](Cl)(=[O:23])[CH:20]([CH3:22])[CH3:21].C(N(C(C)C)C(C)C)C, predict the reaction product. The product is: [Cl:2][C:3]1[CH:18]=[CH:17][C:6]2[N:7]([C@@H:12]3[CH2:16][CH2:15][N:14]([C:19](=[O:23])[CH:20]([CH3:22])[CH3:21])[CH2:13]3)[C:8]([CH2:10][Cl:11])=[N:9][C:5]=2[CH:4]=1.